This data is from Full USPTO retrosynthesis dataset with 1.9M reactions from patents (1976-2016). The task is: Predict the reactants needed to synthesize the given product. Given the product [C:29]([Si:26]([CH3:28])([CH3:27])[O:33][CH2:34][CH2:35][O:36][C:37]1[CH:43]=[CH:42][CH:41]=[CH:40][C:38]=1[NH:39][C:16]1[N:15]=[CH:14][C:13]2[C:18](=[CH:19][CH:20]=[C:11]([O:10][C:8]3[CH:7]=[CH:6][N:5]=[C:4]([C:3]([NH:2][CH3:1])=[O:25])[CH:9]=3)[CH:12]=2)[N:17]=1)([CH3:32])([CH3:31])[CH3:30], predict the reactants needed to synthesize it. The reactants are: [CH3:1][NH:2][C:3](=[O:25])[C:4]1[CH:9]=[C:8]([O:10][C:11]2[CH:12]=[C:13]3[C:18](=[CH:19][CH:20]=2)[N:17]=[C:16](S(C)(=O)=O)[N:15]=[CH:14]3)[CH:7]=[CH:6][N:5]=1.[Si:26]([O:33][CH2:34][CH2:35][O:36][C:37]1[CH:43]=[CH:42][CH:41]=[CH:40][C:38]=1[NH2:39])([C:29]([CH3:32])([CH3:31])[CH3:30])([CH3:28])[CH3:27].